From a dataset of Full USPTO retrosynthesis dataset with 1.9M reactions from patents (1976-2016). Predict the reactants needed to synthesize the given product. (1) Given the product [O:29]=[C:27]1[NH:26][C:25](=[O:30])[CH:24]([CH2:23][C:22]2[CH:31]=[CH:32][C:19]([O:18][CH2:17][C:15]3[N:14]([CH3:33])[C:13]4[CH:34]=[C:9]([O:8][C:7]5[CH:35]=[CH:36][C:4]([NH:3][C:48]([NH:47][C:37]6[C:46]7[C:41](=[CH:42][CH:43]=[CH:44][CH:45]=7)[CH:40]=[CH:39][CH:38]=6)=[S:49])=[CH:5][CH:6]=5)[CH:10]=[CH:11][C:12]=4[N:16]=3)=[CH:20][CH:21]=2)[S:28]1, predict the reactants needed to synthesize it. The reactants are: Cl.Cl.[NH2:3][C:4]1[CH:36]=[CH:35][C:7]([O:8][C:9]2[CH:10]=[CH:11][C:12]3[N:16]=[C:15]([CH2:17][O:18][C:19]4[CH:32]=[CH:31][C:22]([CH2:23][CH:24]5[S:28][C:27](=[O:29])[NH:26][C:25]5=[O:30])=[CH:21][CH:20]=4)[N:14]([CH3:33])[C:13]=3[CH:34]=2)=[CH:6][CH:5]=1.[C:37]1([N:47]=[C:48]=[S:49])[C:46]2[C:41](=[CH:42][CH:43]=[CH:44][CH:45]=2)[CH:40]=[CH:39][CH:38]=1.C(N(CC)CC)C. (2) Given the product [Br:1][C:2]1[CH:3]=[CH:4][C:5]([CH2:8][CH2:9][I:20])=[N:6][CH:7]=1, predict the reactants needed to synthesize it. The reactants are: [Br:1][C:2]1[CH:3]=[CH:4][C:5]([CH2:8][CH2:9]O)=[N:6][CH:7]=1.BrC1C=CC(CC[I:20])=CN=1. (3) Given the product [Br:1][C:2]1[CH:13]=[N:12][C:5]2=[N:6][C:7]([NH:20][CH:17]3[CH2:18][CH2:19][N:15]([CH3:14])[CH2:16]3)=[C:8]([Cl:10])[N:9]=[C:4]2[CH:3]=1, predict the reactants needed to synthesize it. The reactants are: [Br:1][C:2]1[CH:13]=[N:12][C:5]2=[N:6][C:7](Cl)=[C:8]([Cl:10])[N:9]=[C:4]2[CH:3]=1.[CH3:14][N:15]1[CH2:19][CH2:18][CH:17]([NH2:20])[CH2:16]1. (4) Given the product [C:23]([O:27][C:28](=[O:58])[CH2:29][CH:30]([C:31](=[S:10])[NH2:33])[C:34]1[CH:39]=[CH:38][C:37]([O:40][CH2:41][C:42]2[CH:43]=[C:44]([C:48]3[CH:53]=[CH:52][C:51]([C:54]([F:57])([F:56])[F:55])=[CH:50][CH:49]=3)[CH:45]=[CH:46][CH:47]=2)=[CH:36][CH:35]=1)([CH3:26])([CH3:25])[CH3:24], predict the reactants needed to synthesize it. The reactants are: COC1C=CC(P2(SP(C3C=CC(OC)=CC=3)(=S)S2)=[S:10])=CC=1.[C:23]([O:27][C:28](=[O:58])[CH2:29][CH:30]([C:34]1[CH:39]=[CH:38][C:37]([O:40][CH2:41][C:42]2[CH:43]=[C:44]([C:48]3[CH:53]=[CH:52][C:51]([C:54]([F:57])([F:56])[F:55])=[CH:50][CH:49]=3)[CH:45]=[CH:46][CH:47]=2)=[CH:36][CH:35]=1)[C:31]([NH2:33])=O)([CH3:26])([CH3:25])[CH3:24]. (5) Given the product [OH:4][C@@H:5]1[CH2:18][CH2:17][C@H:16]2[C@@H:7]([CH2:8][C@H:9]3[C@H:14]([CH2:15]2)[C@H:13]2[CH2:19][CH:20]=[C:21]([C:22]#[N:23])[C@:12]2([CH3:24])[CH2:11][CH2:10]3)[CH2:6]1, predict the reactants needed to synthesize it. The reactants are: COC[O:4][C@@H:5]1[CH2:18][CH2:17][C@H:16]2[C@@H:7]([CH2:8][C@H:9]3[C@H:14]([CH2:15]2)[C@H:13]2[CH2:19][CH:20]=[C:21]([C:22]#[N:23])[C@:12]2([CH3:24])[CH2:11][CH2:10]3)[CH2:6]1.Cl. (6) Given the product [Br:1][C:2]1[CH:3]=[C:4]2[C:9](=[CH:10][CH:11]=1)[N:8]=[CH:7][C:6]([C:12]([CH:14]1[CH2:16][CH2:15]1)=[O:13])=[C:5]2[NH:28][CH:25]1[CH2:26][CH2:27][C:22]([N:21]([CH2:18][CH:19]=[CH2:20])[CH2:30][CH:31]=[CH2:32])([CH3:29])[CH2:23][CH2:24]1, predict the reactants needed to synthesize it. The reactants are: [Br:1][C:2]1[CH:3]=[C:4]2[C:9](=[CH:10][CH:11]=1)[N:8]=[CH:7][C:6]([C:12]([CH:14]1[CH2:16][CH2:15]1)=[O:13])=[C:5]2Cl.[CH2:18]([N:21]([CH2:30][CH:31]=[CH2:32])[C:22]1([CH3:29])[CH2:27][CH2:26][CH:25]([NH2:28])[CH2:24][CH2:23]1)[CH:19]=[CH2:20]. (7) Given the product [Cl:1][C:2]([Cl:20])=[CH:3][CH2:4][O:5][C:6]1[CH:17]=[C:16]([Cl:18])[C:9]([O:10][CH2:11][CH2:12][CH2:13][CH2:14][Br:41])=[C:8]([Cl:19])[CH:7]=1, predict the reactants needed to synthesize it. The reactants are: [Cl:1][C:2]([Cl:20])=[CH:3][CH2:4][O:5][C:6]1[CH:17]=[C:16]([Cl:18])[C:9]([O:10][CH2:11][CH2:12][CH2:13][CH2:14]O)=[C:8]([Cl:19])[CH:7]=1.C1(P(C2C=CC=CC=2)C2C=CC=CC=2)C=CC=CC=1.C(Br)(Br)(Br)[Br:41].